Dataset: Forward reaction prediction with 1.9M reactions from USPTO patents (1976-2016). Task: Predict the product of the given reaction. (1) Given the reactants C(OC([N:8]1[CH2:12][CH2:11][CH:10]([C:13](=[O:22])[NH:14][CH2:15][C:16]2[CH:21]=[CH:20][CH:19]=[CH:18][N:17]=2)[CH2:9]1)=O)(C)(C)C.O1CCOCC1.[ClH:29], predict the reaction product. The product is: [ClH:29].[N:17]1[CH:18]=[CH:19][CH:20]=[CH:21][C:16]=1[CH2:15][NH:14][C:13]([CH:10]1[CH2:11][CH2:12][NH:8][CH2:9]1)=[O:22]. (2) Given the reactants Cl[C:2]1[C:3]2[C:4](=[CH:18][N:19](CC3C=CC(OC)=CC=3)[N:20]=2)[N:5]=[C:6]([C:8]2[CH:13]=[C:12]([O:14][CH3:15])[CH:11]=[CH:10][C:9]=2[O:16][CH3:17])[N:7]=1.[CH2:30]([N:32]1[CH2:37][CH2:36][N:35]([C:38]2[CH:44]=[CH:43][C:41]([NH2:42])=[CH:40][CH:39]=2)[CH2:34][CH2:33]1)[CH3:31].Cl, predict the reaction product. The product is: [CH3:17][O:16][C:9]1[CH:10]=[CH:11][C:12]([O:14][CH3:15])=[CH:13][C:8]=1[C:6]1[N:7]=[C:2]([NH:42][C:41]2[CH:40]=[CH:39][C:38]([N:35]3[CH2:34][CH2:33][N:32]([CH2:30][CH3:31])[CH2:37][CH2:36]3)=[CH:44][CH:43]=2)[C:3]2[NH:20][N:19]=[CH:18][C:4]=2[N:5]=1. (3) Given the reactants Cl.[NH2:2][C@H:3]1[CH2:7][CH2:6][CH2:5][C@@H:4]1[NH:8][C:9](=[O:21])[C:10]1[CH:15]=[CH:14][CH:13]=[CH:12][C:11]=1[N:16]1[N:20]=[CH:19][CH:18]=[N:17]1.Br[C:23]1[CH:28]=[CH:27][C:26]([O:29][C:30]([F:33])([F:32])[F:31])=[CH:25][N:24]=1.C1C=CC(P(C2C(C3C(P(C4C=CC=CC=4)C4C=CC=CC=4)=CC=C4C=3C=CC=C4)=C3C(C=CC=C3)=CC=2)C2C=CC=CC=2)=CC=1.CC(C)([O-])C.[Na+], predict the reaction product. The product is: [N:20]1[N:16]([C:11]2[CH:12]=[CH:13][CH:14]=[CH:15][C:10]=2[C:9]([NH:8][C@H:4]2[CH2:5][CH2:6][CH2:7][C@@H:3]2[NH:2][C:23]2[CH:28]=[CH:27][C:26]([O:29][C:30]([F:31])([F:33])[F:32])=[CH:25][N:24]=2)=[O:21])[N:17]=[CH:18][CH:19]=1. (4) Given the reactants C(OC(=O)[NH:7][CH2:8][C:9]1[N:13]([NH2:14])[N:12]=[C:11]([C:15]([F:18])([F:17])[F:16])[CH:10]=1)(C)(C)C.[N:20]1[CH:25]=[CH:24][CH:23]=[CH:22][C:21]=1[CH:26]=O.C(O)(=O)C.C(OCC)(=O)C.CCCCCC, predict the reaction product. The product is: [NH2:7][CH2:8][C:9]1[N:13]([NH:14][CH2:26][C:21]2[CH:22]=[CH:23][CH:24]=[CH:25][N:20]=2)[N:12]=[C:11]([C:15]([F:16])([F:17])[F:18])[CH:10]=1. (5) Given the reactants [CH3:1][O:2][CH:3]([O:15][CH3:16])[CH2:4][NH:5][CH2:6][CH2:7][CH2:8][N:9]1[CH2:14][CH2:13][CH2:12][CH2:11][CH2:10]1.[Cl:17][C:18]1[CH:19]=[C:20]([NH:25][CH:26]([CH3:30])[C:27](O)=[O:28])[CH:21]=[CH:22][C:23]=1[Cl:24].CN1CCOCC1.F[P-](F)(F)(F)(F)F.N1(OC(N(C)C)=[N+](C)C)C2N=CC=CC=2N=N1, predict the reaction product. The product is: [Cl:17][C:18]1[CH:19]=[C:20]([NH:25][CH:26]([CH3:30])[C:27]([N:5]([CH2:4][CH:3]([O:15][CH3:16])[O:2][CH3:1])[CH2:6][CH2:7][CH2:8][N:9]2[CH2:14][CH2:13][CH2:12][CH2:11][CH2:10]2)=[O:28])[CH:21]=[CH:22][C:23]=1[Cl:24]. (6) Given the reactants [N:1]1([C:5]2[N:10]=[C:9]([NH:11][C:12](=[O:16])[C:13](Cl)=[O:14])[CH:8]=[CH:7][CH:6]=2)[CH2:4][CH2:3][CH2:2]1.[NH:17]([C:19]1[N:20]=[N:21][C:22]([C:25]2[CH:30]=[CH:29][CH:28]=[CH:27][C:26]=2[C:31]([F:34])([F:33])[F:32])=[CH:23][CH:24]=1)[NH2:18].C(N(CC)CC)C.C([O-])(O)=O.[Na+], predict the reaction product. The product is: [N:1]1([C:5]2[N:10]=[C:9]([NH:11][C:12](=[O:16])[C:13](=[O:14])[NH:18][NH:17][C:19]3[N:20]=[N:21][C:22]([C:25]4[CH:30]=[CH:29][CH:28]=[CH:27][C:26]=4[C:31]([F:34])([F:32])[F:33])=[CH:23][CH:24]=3)[CH:8]=[CH:7][CH:6]=2)[CH2:4][CH2:3][CH2:2]1. (7) The product is: [CH2:27]([O:29][C:30]([C:32]1([C:35]2[CH:40]=[CH:39][C:38]([C:2]3[CH:7]=[CH:6][C:5]([C:8]4[O:12][N:11]=[C:10]([CH3:13])[C:9]=4[NH:14][CH:15]([CH3:26])[CH2:16][CH2:17][C:18]4[C:23]([F:24])=[CH:22][CH:21]=[CH:20][C:19]=4[Cl:25])=[CH:4][CH:3]=3)=[CH:37][CH:36]=2)[CH2:33][CH2:34]1)=[O:31])[CH3:28]. Given the reactants Br[C:2]1[CH:7]=[CH:6][C:5]([C:8]2[O:12][N:11]=[C:10]([CH3:13])[C:9]=2[NH:14][CH:15]([CH3:26])[CH2:16][CH2:17][C:18]2[C:23]([F:24])=[CH:22][CH:21]=[CH:20][C:19]=2[Cl:25])=[CH:4][CH:3]=1.[CH2:27]([O:29][C:30]([C:32]1([C:35]2[CH:40]=[CH:39][C:38](B3OC(C)(C)C(C)(C)O3)=[CH:37][CH:36]=2)[CH2:34][CH2:33]1)=[O:31])[CH3:28], predict the reaction product. (8) Given the reactants [C:1]([O:5][C:6]([NH:8][CH2:9][CH2:10][NH:11][C:12]1[C:17]([C:18](O)=[O:19])=[CH:16][N:15]=[C:14]2[N:21]([CH3:25])[N:22]=[C:23]([CH3:24])[C:13]=12)=[O:7])([CH3:4])([CH3:3])[CH3:2].Cl.C(N=C=NCCCN(C)C)C.ON1C2=NC=CC=C2N=N1.C(N(CC)CC)C.[CH3:55][O:56][C:57]1[CH:62]=[CH:61][C:60]([CH2:63][NH2:64])=[CH:59][CH:58]=1, predict the reaction product. The product is: [CH3:55][O:56][C:57]1[CH:62]=[CH:61][C:60]([CH2:63][NH:64][C:18]([C:17]2[C:12]([NH:11][CH2:10][CH2:9][NH:8][C:6](=[O:7])[O:5][C:1]([CH3:4])([CH3:2])[CH3:3])=[C:13]3[C:23]([CH3:24])=[N:22][N:21]([CH3:25])[C:14]3=[N:15][CH:16]=2)=[O:19])=[CH:59][CH:58]=1. (9) Given the reactants [NH2:1][C:2]1[CH:10]=[CH:9][CH:8]=[C:7]2[C:3]=1[C:4](=[O:28])[N:5]([C@@H:12]([C:18]1[CH:23]=[CH:22][C:21]([OH:24])=[C:20]([O:25]CC)[CH:19]=1)[CH2:13][S:14]([CH3:17])(=[O:16])=[O:15])[C:6]2=[O:11].[Al+3].[Cl-].[Cl-].[Cl-].O, predict the reaction product. The product is: [NH2:1][C:2]1[CH:10]=[CH:9][CH:8]=[C:7]2[C:3]=1[C:4](=[O:28])[N:5]([C@@H:12]([C:18]1[CH:23]=[CH:22][C:21]([OH:24])=[C:20]([OH:25])[CH:19]=1)[CH2:13][S:14]([CH3:17])(=[O:16])=[O:15])[C:6]2=[O:11].